This data is from Forward reaction prediction with 1.9M reactions from USPTO patents (1976-2016). The task is: Predict the product of the given reaction. (1) Given the reactants [Cl:1][C:2]1[C:3](=[O:28])[N:4]([CH2:18][C:19]2[CH:20]=[C:21]3[C:25](=[CH:26][CH:27]=2)[NH:24][CH:23]=[CH:22]3)[CH:5]=[CH:6][C:7]=1[O:8][CH2:9][C:10]1[CH:15]=[CH:14][C:13]([F:16])=[CH:12][C:11]=1[F:17].[CH3:29]N(C=O)C.[H-].[Na+].S(OC)(OC)(=O)=O, predict the reaction product. The product is: [Cl:1][C:2]1[C:3](=[O:28])[N:4]([CH2:18][C:19]2[CH:20]=[C:21]3[C:25](=[CH:26][CH:27]=2)[N:24]([CH3:29])[CH:23]=[CH:22]3)[CH:5]=[CH:6][C:7]=1[O:8][CH2:9][C:10]1[CH:15]=[CH:14][C:13]([F:16])=[CH:12][C:11]=1[F:17]. (2) The product is: [Cl:14][C:12]1[CH:11]=[C:10]([C:15]2([C:20]([F:23])([F:22])[F:21])[CH2:19][CH2:18][N:17]([C:25]3[CH:30]=[CH:29][C:28]([C@@H:31]([NH:33][C:34]([CH:36]4[CH2:37][CH2:38]4)=[O:35])[CH3:32])=[CH:27][CH:26]=3)[CH2:16]2)[CH:9]=[C:8]([Cl:7])[CH:13]=1. Given the reactants CC(C)([O-])C.[Na+].[Cl:7][C:8]1[CH:9]=[C:10]([C:15]2([C:20]([F:23])([F:22])[F:21])[CH2:19][CH2:18][NH:17][CH2:16]2)[CH:11]=[C:12]([Cl:14])[CH:13]=1.Br[C:25]1[CH:30]=[CH:29][C:28]([C@@H:31]([NH:33][C:34]([CH:36]2[CH2:38][CH2:37]2)=[O:35])[CH3:32])=[CH:27][CH:26]=1, predict the reaction product. (3) Given the reactants [C:1]([O:5][C:6]([N:8]1[CH2:14][CH2:13][C:12](=[O:15])[N:11]([CH2:16][CH2:17][CH:18]=O)[CH2:10][C@H:9]1[CH3:20])=[O:7])([CH3:4])([CH3:3])[CH3:2].Cl.[CH2:22]1[C:24]2([CH2:29][CH2:28][NH:27][CH2:26][C@H:25]2[OH:30])[CH2:23]1.C(N(CC)CC)C.C(O)(=O)C.C(O[BH-](OC(=O)C)OC(=O)C)(=O)C.[Na+].C(=O)([O-])O.[Na+], predict the reaction product. The product is: [C:1]([O:5][C:6]([N:8]1[CH2:14][CH2:13][C:12](=[O:15])[N:11]([CH2:16][CH2:17][CH2:18][N:27]2[CH2:28][CH2:29][C:24]3([CH2:22][CH2:23]3)[C@H:25]([OH:30])[CH2:26]2)[CH2:10][C@H:9]1[CH3:20])=[O:7])([CH3:4])([CH3:3])[CH3:2].